From a dataset of Peptide-MHC class II binding affinity with 134,281 pairs from IEDB. Regression. Given a peptide amino acid sequence and an MHC pseudo amino acid sequence, predict their binding affinity value. This is MHC class II binding data. (1) The peptide sequence is NCEALSLVSHIVKWK. The MHC is DRB1_0901 with pseudo-sequence DRB1_0901. The binding affinity (normalized) is 0. (2) The peptide sequence is YDKFLANVCTVLTGK. The MHC is DRB1_1001 with pseudo-sequence DRB1_1001. The binding affinity (normalized) is 0.556. (3) The peptide sequence is VIPAGELQVIEKVDA. The binding affinity (normalized) is 0. The MHC is HLA-DPA10103-DPB10301 with pseudo-sequence HLA-DPA10103-DPB10301. (4) The peptide sequence is EKKYFTATQFEPLAA. The MHC is HLA-DQA10301-DQB10302 with pseudo-sequence HLA-DQA10301-DQB10302. The binding affinity (normalized) is 0.364.